From a dataset of Full USPTO retrosynthesis dataset with 1.9M reactions from patents (1976-2016). Predict the reactants needed to synthesize the given product. (1) Given the product [CH3:1][O:2][C:3]1[CH:4]=[C:5]([CH:8]=[C:9]([N+:11]([O-:13])=[O:12])[CH:10]=1)[N:6]([CH2:15][CH2:16][O:17][CH2:18][CH2:19][O:20][CH2:21][CH2:22][O:23][CH3:24])[CH3:7], predict the reactants needed to synthesize it. The reactants are: [CH3:1][O:2][C:3]1[CH:4]=[C:5]([CH:8]=[C:9]([N+:11]([O-:13])=[O:12])[CH:10]=1)[NH:6][CH3:7].Br[CH2:15][CH2:16][O:17][CH2:18][CH2:19][O:20][CH2:21][CH2:22][O:23][CH3:24].C([O-])([O-])=O.[K+].[K+].[H-].[Na+]. (2) The reactants are: [C:1]([C:5]1[CH:29]=[CH:28][C:8]([CH2:9][NH:10][C:11]([NH:13][CH2:14][C:15]2[C:20]([F:21])=[CH:19][CH:18]=[C:17]([NH:22][S:23]([CH3:26])(=[O:25])=[O:24])[C:16]=2[F:27])=S)=[CH:7][CH:6]=1)([CH3:4])([CH3:3])[CH3:2].[N:30]#[C:31][NH2:32].[Pb]. Given the product [C:31]([N:32]=[C:11]([NH:13][CH2:14][C:15]1[C:20]([F:21])=[CH:19][CH:18]=[C:17]([NH:22][S:23]([CH3:26])(=[O:25])=[O:24])[C:16]=1[F:27])[NH:10][CH2:9][C:8]1[CH:28]=[CH:29][C:5]([C:1]([CH3:4])([CH3:3])[CH3:2])=[CH:6][CH:7]=1)#[N:30], predict the reactants needed to synthesize it. (3) Given the product [NH2:3][C:4]1[C:22]([N+:23]([O-:25])=[O:24])=[CH:21][C:7]([C:8]([NH:10][C:11]2[CH:19]=[C:18]3[C:14]([CH:15]=[N:16][NH:17]3)=[CH:13][C:12]=2[CH3:20])=[O:9])=[C:6]([N:27]2[CH2:32][CH2:31][NH:30][CH2:29][CH2:28]2)[CH:5]=1, predict the reactants needed to synthesize it. The reactants are: [NH4+].[OH-].[NH2:3][C:4]1[C:22]([N+:23]([O-:25])=[O:24])=[CH:21][C:7]([C:8]([NH:10][C:11]2[CH:19]=[C:18]3[C:14]([CH:15]=[N:16][NH:17]3)=[CH:13][C:12]=2[CH3:20])=[O:9])=[C:6](Cl)[CH:5]=1.[NH:27]1[CH2:32][CH2:31][NH:30][CH2:29][CH2:28]1. (4) The reactants are: [C:1]([C@@H:4]([O:16][C:17]([N:19]1[CH2:24][CH2:23][O:22][CH2:21][CH2:20]1)=[O:18])[CH2:5][S:6]([CH2:9][C:10]1[CH:15]=[CH:14][CH:13]=[CH:12][CH:11]=1)(=[O:8])=[O:7])([OH:3])=O.C(Cl)CCl.C1C=CC2N(O)N=NC=2C=1.[NH2:39][C@@H:40]([CH2:52][CH3:53])[CH:41]([C:43]1[O:44][C:45]2[CH:51]=[CH:50][CH:49]=[CH:48][C:46]=2[N:47]=1)[OH:42].CN1CCOCC1.CC(OI1(OC(C)=O)(OC(C)=O)OC(=O)C2C=CC=CC1=2)=O.[O-]S([O-])(=S)=O.[Na+].[Na+]. Given the product [O:44]1[C:45]2[CH:51]=[CH:50][CH:49]=[CH:48][C:46]=2[N:47]=[C:43]1[C:41]([C@@H:40]([NH:39][C:1]([C@@H:4]([O:16][C:17]([N:19]1[CH2:24][CH2:23][O:22][CH2:21][CH2:20]1)=[O:18])[CH2:5][S:6]([CH2:9][C:10]1[CH:15]=[CH:14][CH:13]=[CH:12][CH:11]=1)(=[O:8])=[O:7])=[O:3])[CH2:52][CH3:53])=[O:42], predict the reactants needed to synthesize it.